This data is from Peptide-MHC class I binding affinity with 185,985 pairs from IEDB/IMGT. The task is: Regression. Given a peptide amino acid sequence and an MHC pseudo amino acid sequence, predict their binding affinity value. This is MHC class I binding data. (1) The peptide sequence is KTTKSWLQK. The MHC is HLA-A29:02 with pseudo-sequence HLA-A29:02. The binding affinity (normalized) is 0.0847. (2) The peptide sequence is VVNYDNSTK. The MHC is HLA-A68:02 with pseudo-sequence HLA-A68:02. The binding affinity (normalized) is 0. (3) The peptide sequence is ALAKAAAAV. The MHC is HLA-A01:01 with pseudo-sequence HLA-A01:01. The binding affinity (normalized) is 0.149. (4) The peptide sequence is DTDISQLHH. The MHC is HLA-B44:02 with pseudo-sequence HLA-B44:02. The binding affinity (normalized) is 0.0847. (5) The peptide sequence is NRSGSQQWR. The MHC is HLA-A01:01 with pseudo-sequence HLA-A01:01. The binding affinity (normalized) is 0. (6) The peptide sequence is FFFVYENAF. The MHC is HLA-A30:02 with pseudo-sequence HLA-A30:02. The binding affinity (normalized) is 0. (7) The peptide sequence is VPAWLPLGI. The MHC is HLA-A02:03 with pseudo-sequence HLA-A02:03. The binding affinity (normalized) is 0.507. (8) The peptide sequence is RVYLNGIGK. The MHC is HLA-B48:01 with pseudo-sequence HLA-B48:01. The binding affinity (normalized) is 0.0847. (9) The peptide sequence is FPVTPQVPL. The MHC is HLA-A02:01 with pseudo-sequence HLA-A02:01. The binding affinity (normalized) is 0.0229.